From a dataset of Catalyst prediction with 721,799 reactions and 888 catalyst types from USPTO. Predict which catalyst facilitates the given reaction. (1) Reactant: [N:1]1[CH:2]=[C:3]([C:10]2[C:14](=[O:15])[NH:13][C:12](=[O:16])[C:11]=2[C:17]2[C:23]3[CH:24]=[C:25]([F:38])[CH:26]=[C:27]4[CH2:28][CH:29]([C:30]([N:32]5[CH2:37][CH2:36][CH2:35][CH2:34][CH2:33]5)=[O:31])[N:21]([C:22]=34)[CH2:20][CH2:19][N:18]=2)[N:4]2[CH:9]=[CH:8][CH:7]=[CH:6][C:5]=12.[CH3:39][S:40]([OH:43])(=[O:42])=[O:41].C(O)(C)C. The catalyst class is: 5. Product: [CH3:39][S:40]([OH:43])(=[O:42])=[O:41].[N:1]1[CH:2]=[C:3]([C:10]2[C:14](=[O:15])[NH:13][C:12](=[O:16])[C:11]=2[C:17]2[C:23]3[CH:24]=[C:25]([F:38])[CH:26]=[C:27]4[CH2:28][CH:29]([C:30]([N:32]5[CH2:33][CH2:34][CH2:35][CH2:36][CH2:37]5)=[O:31])[N:21]([C:22]=34)[CH2:20][CH2:19][N:18]=2)[N:4]2[CH:9]=[CH:8][CH:7]=[CH:6][C:5]=12. (2) Reactant: [ClH:1].Cl.[NH2:3][C:4]1[CH:9]=[CH:8][C:7]([NH:10][C:11](=[O:27])[CH2:12][N:13]2[CH2:18][CH2:17][CH:16]([CH2:19][C:20]3[CH:25]=[CH:24][C:23]([F:26])=[CH:22][CH:21]=3)[CH2:15][CH2:14]2)=[CH:6][CH:5]=1.[CH:28](=O)[C:29]1[CH:34]=[CH:33][CH:32]=[CH:31][CH:30]=1. Product: [ClH:1].[ClH:1].[CH2:28]([NH:3][C:4]1[CH:9]=[CH:8][C:7]([NH:10][C:11](=[O:27])[CH2:12][N:13]2[CH2:14][CH2:15][CH:16]([CH2:19][C:20]3[CH:21]=[CH:22][C:23]([F:26])=[CH:24][CH:25]=3)[CH2:17][CH2:18]2)=[CH:6][CH:5]=1)[C:29]1[CH:34]=[CH:33][CH:32]=[CH:31][CH:30]=1. The catalyst class is: 757.